Dataset: Peptide-MHC class II binding affinity with 134,281 pairs from IEDB. Task: Regression. Given a peptide amino acid sequence and an MHC pseudo amino acid sequence, predict their binding affinity value. This is MHC class II binding data. The peptide sequence is STIFPFRRLFMVAEV. The MHC is HLA-DQA10501-DQB10201 with pseudo-sequence HLA-DQA10501-DQB10201. The binding affinity (normalized) is 0.204.